This data is from Forward reaction prediction with 1.9M reactions from USPTO patents (1976-2016). The task is: Predict the product of the given reaction. (1) The product is: [NH2:1][C:2]1[S:3][C:4](=[CH:8][C:10]2[CH:28]=[CH:27][C:13]([O:14][C:15]3[CH:22]=[CH:21][C:18]([C:19]#[N:20])=[CH:17][C:16]=3[C:23]([F:24])([F:25])[F:26])=[C:12]([O:29][CH3:30])[CH:11]=2)[C:5](=[O:7])[N:6]=1. Given the reactants [NH2:1][C:2]1[S:3][CH2:4][C:5](=[O:7])[N:6]=1.[CH:8]([C:10]1[CH:28]=[CH:27][C:13]([O:14][C:15]2[CH:22]=[CH:21][C:18]([C:19]#[N:20])=[CH:17][C:16]=2[C:23]([F:26])([F:25])[F:24])=[C:12]([O:29][CH3:30])[CH:11]=1)=O, predict the reaction product. (2) Given the reactants [F:1][C:2]([F:7])([F:6])[C:3]([OH:5])=[O:4].[F:8][C:9]([F:14])([F:13])[C:10]([OH:12])=[O:11].FC(F)(F)C(O)=O.[Cl:22][C:23]1[CH:24]=[N:25][C:26]2[NH:27][C:28]3[CH:29]=[N:30][CH:31]=[C:32]([CH:54]=3)[CH2:33][CH2:34][C:35]3[CH:43]=[C:39]([NH:40][C:41]=1[N:42]=2)[CH:38]=[CH:37][C:36]=3[NH:44][C:45](=[O:53])[CH2:46][CH:47]1[CH2:52][CH2:51][NH:50][CH2:49][CH2:48]1.[F:55][C:56]1[CH:61]=[CH:60][CH:59]=[C:58]([N:62]=[C:63]=[O:64])[CH:57]=1, predict the reaction product. The product is: [F:1][C:2]([F:7])([F:6])[C:3]([OH:5])=[O:4].[F:8][C:9]([F:14])([F:13])[C:10]([OH:12])=[O:11].[Cl:22][C:23]1[CH:24]=[N:25][C:26]2[NH:27][C:28]3[CH:29]=[N:30][CH:31]=[C:32]([CH:54]=3)[CH2:33][CH2:34][C:35]3[CH:43]=[C:39]([NH:40][C:41]=1[N:42]=2)[CH:38]=[CH:37][C:36]=3[NH:44][C:45](=[O:53])[CH2:46][CH:47]1[CH2:52][CH2:51][N:50]([C:63]([NH:62][C:58]2[CH:59]=[CH:60][CH:61]=[C:56]([F:55])[CH:57]=2)=[O:64])[CH2:49][CH2:48]1.